This data is from Catalyst prediction with 721,799 reactions and 888 catalyst types from USPTO. The task is: Predict which catalyst facilitates the given reaction. (1) Reactant: [CH2:1]([O:3][C:4](=[O:19])[C:5]([CH3:18])([O:7][C:8]1[CH:13]=[CH:12][CH:11]=[C:10]([C:14](=[O:17])[NH:15][CH3:16])[CH:9]=1)[CH3:6])[CH3:2].[CH3:20][C:21]1[C:26]([CH2:27]OS(C)(=O)=O)=[CH:25][CH:24]=[C:23]([C:33]2[CH:38]=[CH:37][C:36]([C:39]([F:42])([F:41])[F:40])=[CH:35][CH:34]=2)[N:22]=1.[H-].[Na+]. Product: [CH2:1]([O:3][C:4](=[O:19])[C:5]([CH3:18])([O:7][C:8]1[CH:13]=[CH:12][CH:11]=[C:10]([C:14](=[O:17])[N:15]([CH3:16])[CH2:27][C:26]2[C:21]([CH3:20])=[N:22][C:23]([C:33]3[CH:38]=[CH:37][C:36]([C:39]([F:42])([F:41])[F:40])=[CH:35][CH:34]=3)=[CH:24][CH:25]=2)[CH:9]=1)[CH3:6])[CH3:2]. The catalyst class is: 3. (2) Reactant: [CH3:1][O:2][C:3]1[N:8]=[CH:7][C:6]([C:9]2[CH:10]=[C:11]3[C:16](=[CH:17][CH:18]=2)[N:15]=[CH:14][N:13]=[C:12]3[C:19]2[CH:20]=[CH:21][C:22]([CH3:28])=[C:23]([CH:27]=2)[C:24]([OH:26])=O)=[CH:5][CH:4]=1.CCN(C(C)C)C(C)C.CCCP(=O)=O.CN(C=O)C.[CH3:49][N:50]1[CH2:55][CH2:54][NH:53][CH2:52][CH2:51]1. Product: [CH3:1][O:2][C:3]1[N:8]=[CH:7][C:6]([C:9]2[CH:10]=[C:11]3[C:16](=[CH:17][CH:18]=2)[N:15]=[CH:14][N:13]=[C:12]3[C:19]2[CH:20]=[CH:21][C:22]([CH3:28])=[C:23]([C:24]([N:53]3[CH2:54][CH2:55][N:50]([CH3:49])[CH2:51][CH2:52]3)=[O:26])[CH:27]=2)=[CH:5][CH:4]=1. The catalyst class is: 2. (3) Reactant: [CH3:1][C:2]([N:5]1[C:10]([OH:11])=[C:9]([C:12]([NH:14][CH2:15][C:16]([O:18]CC)=[O:17])=[O:13])[C:8](=[O:21])[N:7]([CH2:22][C:23]2[CH:28]=[CH:27][C:26]([C:29]([CH3:32])([CH3:31])[CH3:30])=[CH:25][CH:24]=2)[C:6]1=[O:33])([CH3:4])[CH3:3].CC(N1C(=O)CC(=O)N(CC2C=CC(C(C)(C)C)=CC=2)C1=O)(C)C.C(N(C(C)C)CC)(C)C.N(CC(OCC)=O)=C=O. Product: [CH3:4][C:2]([N:5]1[C:10]([OH:11])=[C:9]([C:12]([NH:14][CH2:15][C:16]([OH:18])=[O:17])=[O:13])[C:8](=[O:21])[N:7]([CH2:22][C:23]2[CH:24]=[CH:25][C:26]([C:29]([CH3:32])([CH3:31])[CH3:30])=[CH:27][CH:28]=2)[C:6]1=[O:33])([CH3:1])[CH3:3]. The catalyst class is: 22. (4) Reactant: [C:1]([C:4]1[CH:5]=[C:6]([CH:9]=[CH:10][CH:11]=1)[C:7]#[N:8])(=[O:3])[CH3:2].[BH4-].[Na+].[Cl-].[NH4+]. Product: [OH:3][CH:1]([C:4]1[CH:5]=[C:6]([CH:9]=[CH:10][CH:11]=1)[C:7]#[N:8])[CH3:2]. The catalyst class is: 5. (5) Reactant: [CH:1]1([CH2:4][N:5]2[CH2:30][CH2:29][C@:12]34[C:13]5[C:14]6[O:28][C@H:11]3[C:10](=[CH2:31])[CH2:9][CH2:8][C@@:7]4([OH:32])[C@H:6]2[CH2:19][C:18]=5[CH:17]=[CH:16][C:15]=6[O:20][CH2:21][C:22]2[CH:27]=[CH:26][CH:25]=[CH:24][CH:23]=2)[CH2:3][CH2:2]1.B.C1C[O:37]CC1.[OH-].[Na+].OO. Product: [CH:1]1([CH2:4][N:5]2[CH2:30][CH2:29][C@:12]34[C:13]5[C:14]6[O:28][C@H:11]3[C@@H:10]([CH2:31][OH:37])[CH2:9][CH2:8][C@@:7]4([OH:32])[C@H:6]2[CH2:19][C:18]=5[CH:17]=[CH:16][C:15]=6[O:20][CH2:21][C:22]2[CH:27]=[CH:26][CH:25]=[CH:24][CH:23]=2)[CH2:2][CH2:3]1. The catalyst class is: 242. (6) Reactant: [Br:1][C:2]1[CH:10]=[CH:9][C:8]([O:11][CH3:12])=[CH:7][C:3]=1[C:4](O)=[O:5].B. Product: [Br:1][C:2]1[CH:10]=[CH:9][C:8]([O:11][CH3:12])=[CH:7][C:3]=1[CH2:4][OH:5]. The catalyst class is: 1. (7) Reactant: [Cl:1][C:2]1[CH:7]=[CH:6][CH:5]=[C:4]([Cl:8])[C:3]=1[C:9]([NH:11][C@H:12]([C:34]([O:36]C)=[O:35])[CH2:13][C:14]1[CH:19]=[CH:18][C:17]([O:20][CH2:21][CH2:22][C:23]2[CH:32]=[CH:31][C:30]3[CH:29]([CH3:33])[CH2:28][CH2:27][NH:26][C:25]=3[N:24]=2)=[CH:16][CH:15]=1)=[O:10].O.[Li+].[OH-]. Product: [Cl:8][C:4]1[CH:5]=[CH:6][CH:7]=[C:2]([Cl:1])[C:3]=1[C:9]([NH:11][C@H:12]([C:34]([OH:36])=[O:35])[CH2:13][C:14]1[CH:19]=[CH:18][C:17]([O:20][CH2:21][CH2:22][C:23]2[CH:32]=[CH:31][C:30]3[CH:29]([CH3:33])[CH2:28][CH2:27][NH:26][C:25]=3[N:24]=2)=[CH:16][CH:15]=1)=[O:10]. The catalyst class is: 3.